This data is from Experimentally validated miRNA-target interactions with 360,000+ pairs, plus equal number of negative samples. The task is: Binary Classification. Given a miRNA mature sequence and a target amino acid sequence, predict their likelihood of interaction. (1) The miRNA is mmu-miR-877-3p with sequence UGUCCUCUUCUCCCUCCUCCCA. Result: 0 (no interaction). The protein sequence of the target gene is MADDEAEQERLSGGGCAAELRRLGERLQELERRLCESREPAVEAAAAYCRQLCQTLLEYAEKWKTSEDPLPLLEVYTVAIQSYVKARPYLTSECESVALVLERLALSCVELLLCLPVELSDKQWEQFQTLVQVAHETLMESGSCELQFLATLAQETGVWKNAVLSTILSQEPLDKEKVNEFLAFEGPILLDMRIKHLIKTNQLSQATALAKLCSDHPEIGTKGSFKQTYLVCLCTSSPSEKLIEEISEVDCKDALEMICNLESEGDEKSALVLCTAFLSRQLQQGDMYCAWELTLFWSKL.... (2) The miRNA is hsa-miR-124-3p with sequence UAAGGCACGCGGUGAAUGCCAA. The protein sequence of the target gene is MNHPFGKEEAASQKQLFGFFCECLRRGEWELAQACVPQLQEGQGDIPKRVEDILQALVVCPNLLRCGQDINPQRVAWVWLLVLEKWLAREKKLLPVVFRRKLEFLLLSEDLQGDIPENILEELYETLTQGAVGHVPDGNPRRESWTPRLSSEAVSVLWDLLRQSPQPAQALLELLLEEDDGTGLCHWPLQNALVDLIRKALRALQGPDSVPPGVVDAIYGALRTLRCPAEPLGVELHLLCEELLEACRTEGSPLREERLLSCLLHKASRGLLSLYGHTYAEKVTEKPPRATASGKVSPDH.... Result: 1 (interaction). (3) The miRNA is mmu-miR-466l-3p with sequence UAUAAAUACAUGCACACAUAUU. The protein sequence of the target gene is MSMVVQPVEEKAVHSWSRISTAGKKALEEALLVFNPMSQDLSATEAQLVAFLQGLRDDGFQPTILRSGDVYGYSSCTASPPSQTKLQARTINPPATSLPKTAVSVPAGRTTLLPVPLSGRLAKGSTAALAKHATTNLLLSSLKQSSASNSSGTTVGFPAHLYPGVYPAMRLSVVLEALVPLKTPCLDVKHGAQSLQLSLAKSPLKVRKASGNPKSKAPRKITSKGLKHLTSKGPGAGLRRGAGTQSNGAQRKGCSALGPKTVQAQASQTLIKAARAHASVAQTQTKTVRVRAKAKQAKPK.... Result: 1 (interaction). (4) The miRNA is hsa-miR-323a-3p with sequence CACAUUACACGGUCGACCUCU. The protein sequence of the target gene is MGRGAGREYSPAATTAENGGGKKKQKEKELDELKKEVAMDDHKLSLDELGRKYQVDLSKGLTNQRAQDVLARDGPNALTPPPTTPEWVKFCRQLFGGFSILLWIGAILCFLAYGIQAAMEDEPSNDNLYLGVVLAAVVIVTGCFSYYQEAKSSKIMDSFKNMVPQQALVIREGEKMQINAEEVVVGDLVEVKGGDRVPADLRIISSHGCKVDNSSLTGESEPQTRSPEFTHENPLETRNICFFSTNCVEGTARGIVIATGDRTVMGRIATLASGLEVGRTPIAMEIEHFIQLITGVAVFL.... Result: 0 (no interaction). (5) The miRNA is hsa-miR-433-3p with sequence AUCAUGAUGGGCUCCUCGGUGU. The protein sequence of the target gene is MGGHRMVLLGGAGSPGCKRFVHLGFFVVAVSSLLSASAVTNAPGEMKKELRLAGGENNCSGRVELKIHDKWGTVCSNGWSMNEVSVVCQQLGCPTSIKALGWANSSAGSGYIWMDKVSCTGNESALWDCKHDGWGKHNCTHEKDAGVTCSDGSNLEMRLVNSAGHRCLGRVEIKFQGKWGTVCDDNFSKDHASVICKQLGCGSAISFSGSAKLGAGSGPIWLDDLACNGNESALWDCKHRGWGKHNCDHAEDVGVICLEGADLSLRLVDGVSRCSGRLEVRFQGEWGTVCDDNWDLRDAS.... Result: 0 (no interaction). (6) The miRNA is hsa-miR-4764-3p with sequence UUAACUCCUUUCACACCCAUGG. The protein sequence of the target gene is MKELDPKNDISEDKLSVVGEATGGPTRNGARGPGSEGVWEPGSWPERPRGDAGAEWEPLGIPQGNKLLGGSVPACHELKAFANQGCVLVPPRLDDPTEKGACPPVRRGKNFSSTSDLSKPPMPCEEKKTYDCSECGKAFSRSSSLIKHQRIHTGEKPFECDTCGKHFIERSSLTIHQRVHTGEKPYACGDCGKAFSQRMNLTVHQRTHTGEKPYVCDVCGKAFRKTSSLTQHERIHTGEKPYACGDCGKAFSQNMHLIVHQRTHTGEKPYVCPECGRAFSQNMHLTEHQRTHTGEKPYAC.... Result: 0 (no interaction). (7) The miRNA is mmu-miR-3085-3p with sequence UCUGGCUGCUAUGGCCCCCUC. The protein sequence of the target gene is MQVSSLNEVKIYSLSCGKSLPEWLSDRKKRALQKKNVDVRRRIELIQDFEMPTVCTTIKVSKDGQYILATGTYKPRVRCYDTYQLSLKFERCLDSEVVTFEILSDDYSKIVFLHNDRYIEFHSQSGFYYKTRIPKFGRDFSYHYPSCDLYFVGASSEVYRLNLEQGRYLNPLQTDAAENNVCDINAVHGLFATGTIEGRVECWDPRVRKRVGVLDCALNSVTADSEINSLPTISALKFNGALSMAVGTSTGQVLLYDLRSDKPLLVKDHQYGLPIKSVHFQDSLDLVLSADSRIVKMWNK.... Result: 1 (interaction). (8) The miRNA is hsa-miR-4713-5p with sequence UUCUCCCACUACCAGGCUCCCA. The protein sequence of the target gene is METPPLPPACTKQGHQKPLDSKDENPEKHCPLTVNPWHMKKAFKVMNELRSQNLLCDVTIVAEDMEIPAHRVVLAACSPYFHAMFTGEMSESRAKRVRIKEVDGWTLRMLVDYVYTAEIQVTEENVQVLLPAAGLLQLQDVKKTCCEFLESQLHPVNCLGIRAFADMHACTDLLNKANTYAEQHFADVVLSEEFLNLGIEQVCSLISSDKLTISSEEKVFEAVIAWVNHDKDVRQEFMARLMEHVRLPLLPREYLVQRVEEEALVKNSSACKDYLIEAMKYHLLPTEQRMLMKSVRTRLR.... Result: 0 (no interaction).